Dataset: Acute oral toxicity (LD50) regression data from Zhu et al.. Task: Regression/Classification. Given a drug SMILES string, predict its toxicity properties. Task type varies by dataset: regression for continuous values (e.g., LD50, hERG inhibition percentage) or binary classification for toxic/non-toxic outcomes (e.g., AMES mutagenicity, cardiotoxicity, hepatotoxicity). Dataset: ld50_zhu. (1) The molecule is COP(=S)(Oc1cc(Cl)c(Br)cc1Cl)c1ccccc1. The rat oral LD50 is 4.34, given as -log10 of the dose in mol/kg body weight (higher means more acutely toxic). (2) The drug is CC(C)(N=C=O)c1cccc(C(C)(C)N=C=O)c1. The rat oral LD50 is 1.73, given as -log10 of the dose in mol/kg body weight (higher means more acutely toxic). (3) The drug is COCCOCc1ccccc1. The rat oral LD50 is 1.86, given as -log10 of the dose in mol/kg body weight (higher means more acutely toxic). (4) The molecule is C=C(OP(=O)(OC)OC)P(=O)(OCC)OCC. The rat oral LD50 is 3.28, given as -log10 of the dose in mol/kg body weight (higher means more acutely toxic).